Dataset: Reaction yield outcomes from USPTO patents with 853,638 reactions. Task: Predict the reaction yield, written as a fraction of the theoretical maximum amount of product (1.0 means a 100% yield; for example, 0.34 means a 34% yield). (1) The reactants are [C:1]([O:5][C:6]([NH:8][CH:9]1[CH2:14][CH2:13][CH2:12][N:11](C(OCC2C=CC=CC=2)=O)[CH2:10]1)=[O:7])([CH3:4])([CH3:3])[CH3:2]. The catalyst is CCO.[Pd]. The product is [NH:11]1[CH2:12][CH2:13][CH2:14][CH:9]([NH:8][C:6](=[O:7])[O:5][C:1]([CH3:3])([CH3:2])[CH3:4])[CH2:10]1. The yield is 0.910. (2) No catalyst specified. The yield is 0.990. The reactants are C[O:2][C:3](=[O:17])[CH:4]=[CH:5][C:6]1[C:7]([Cl:16])=[N:8][C:9]([C:12]([F:15])([F:14])[F:13])=[CH:10][CH:11]=1.[Li+].[OH-]. The product is [Cl:16][C:7]1[C:6]([CH:5]=[CH:4][C:3]([OH:17])=[O:2])=[CH:11][CH:10]=[C:9]([C:12]([F:13])([F:14])[F:15])[N:8]=1. (3) The reactants are S(Cl)([Cl:3])=O.O[CH2:6][CH2:7][N:8]1[C:17](=[O:18])[C:16]2[C:11](=[CH:12][CH:13]=[CH:14][CH:15]=2)[N:10]=[CH:9]1. The catalyst is O. The product is [Cl:3][CH2:6][CH2:7][N:8]1[C:17](=[O:18])[C:16]2[C:11](=[CH:12][CH:13]=[CH:14][CH:15]=2)[N:10]=[CH:9]1. The yield is 0.820. (4) The reactants are [K].[C:2]([O:6][C:7](=[O:13])[CH:8]([C:11]#[N:12])[CH:9]=[O:10])([CH3:5])([CH3:4])[CH3:3].[Cl-].[C:15]1([S+:21]([C:28]2[CH:33]=[CH:32][CH:31]=[CH:30][CH:29]=2)[C:22]2[CH:27]=[CH:26][CH:25]=[CH:24][CH:23]=2)[CH:20]=[CH:19][CH:18]=[CH:17][CH:16]=1.O. No catalyst specified. The product is [C:28]1([S+:21]([C:15]2[CH:16]=[CH:17][CH:18]=[CH:19][CH:20]=2)[C:22]2[CH:27]=[CH:26][CH:25]=[CH:24][CH:23]=2)[CH:29]=[CH:30][CH:31]=[CH:32][CH:33]=1.[C:2]([O:6][C:7](=[O:13])[CH:8]([C:11]#[N:12])[CH:9]=[O:10])([CH3:5])([CH3:3])[CH3:4]. The yield is 0.790. (5) The reactants are C[Si](C)(C)CC[O:5][CH2:6][C:7]1([C:20]([O:22][CH3:23])=[O:21])[O:12][CH2:11][CH2:10][N:9]([C:13]([O:15][C:16]([CH3:19])([CH3:18])[CH3:17])=[O:14])[CH2:8]1.C(O)(C(F)(F)F)=O.C(N(C(C)C)C(C)C)C.C(OC(OC(C)(C)C)=O)(OC(C)(C)C)=O. The catalyst is C(Cl)Cl.O. The product is [OH:5][CH2:6][C:7]1([C:20]([O:22][CH3:23])=[O:21])[O:12][CH2:11][CH2:10][N:9]([C:13]([O:15][C:16]([CH3:18])([CH3:19])[CH3:17])=[O:14])[CH2:8]1. The yield is 0.720. (6) The catalyst is C(Cl)Cl. The yield is 0.310. The reactants are [Br:1][C:2]1[CH:13]=[N:12][C:5]2[NH:6][C:7](=[O:11])[CH2:8][NH:9][CH2:10][C:4]=2[CH:3]=1.CCN(CC)CC.[C:21](Cl)([O:23][CH2:24][C:25]1[CH:30]=[CH:29][CH:28]=[CH:27][CH:26]=1)=[O:22]. The product is [CH2:24]([O:23][C:21]([N:9]1[CH2:10][C:4]2[CH:3]=[C:2]([Br:1])[CH:13]=[N:12][C:5]=2[NH:6][C:7](=[O:11])[CH2:8]1)=[O:22])[C:25]1[CH:30]=[CH:29][CH:28]=[CH:27][CH:26]=1. (7) The reactants are [C:1]([O:5][C:6](=[O:36])[NH:7][C:8]1([C:16]#[C:17][C:18]2[CH:23]=[CH:22][C:21]([O:24][CH2:25][CH2:26][C:27]3[CH:28]4[CH2:33][CH:30]([CH2:31][CH:32]=3)[C:29]4([CH3:35])[CH3:34])=[CH:20][CH:19]=2)[CH2:13][O:12][C:11]([CH3:15])([CH3:14])[O:10][CH2:9]1)([CH3:4])([CH3:3])[CH3:2]. The catalyst is CCO.[Pd]. The product is [C:1]([O:5][C:6](=[O:36])[NH:7][C:8]1([CH2:16][CH2:17][C:18]2[CH:19]=[CH:20][C:21]([O:24][CH2:25][CH2:26][C:27]3[CH:28]4[CH2:33][CH:30]([CH2:31][CH:32]=3)[C:29]4([CH3:35])[CH3:34])=[CH:22][CH:23]=2)[CH2:13][O:12][C:11]([CH3:15])([CH3:14])[O:10][CH2:9]1)([CH3:2])([CH3:3])[CH3:4]. The yield is 0.780. (8) The reactants are [CH:1]1([CH2:6][CH:7]([N:11]2[C:16](=[O:17])[CH:15]=[C:14]([O:18][C:19]3[CH:24]=[C:23]([F:25])[CH:22]=[CH:21][C:20]=3[F:26])[CH:13]=[N:12]2)[C:8](O)=[O:9])[CH2:5][CH2:4][CH2:3][CH2:2]1.[NH2:27][C:28]1[CH:32]=[CH:31][N:30]([CH2:33][C:34]([CH3:37])([OH:36])[CH3:35])[N:29]=1. No catalyst specified. The product is [CH:1]1([CH2:6][CH:7]([N:11]2[C:16](=[O:17])[CH:15]=[C:14]([O:18][C:19]3[CH:24]=[C:23]([F:25])[CH:22]=[CH:21][C:20]=3[F:26])[CH:13]=[N:12]2)[C:8]([NH:27][C:28]2[CH:32]=[CH:31][N:30]([CH2:33][C:34]([OH:36])([CH3:35])[CH3:37])[N:29]=2)=[O:9])[CH2:5][CH2:4][CH2:3][CH2:2]1. The yield is 0.630. (9) The reactants are [N:1]1[C:2]([C:15]2[N:19]([CH:20]([CH3:22])[CH3:21])[N:18]=[C:17]([CH:23]=O)[N:16]=2)=[CH:3][N:4]2[C:10]=1[C:9]1[CH:11]=[CH:12][CH:13]=[CH:14][C:8]=1[O:7][CH2:6][CH2:5]2.Cl.[CH3:26][NH:27][CH3:28].C(O[BH-](OC(=O)C)OC(=O)C)(=O)C.[Na+]. The catalyst is C(O)(=O)C.C1COCC1.C(Cl)Cl. The product is [N:1]1[C:2]([C:15]2[N:19]([CH:20]([CH3:21])[CH3:22])[N:18]=[C:17]([CH2:23][N:27]([CH3:28])[CH3:26])[N:16]=2)=[CH:3][N:4]2[C:10]=1[C:9]1[CH:11]=[CH:12][CH:13]=[CH:14][C:8]=1[O:7][CH2:6][CH2:5]2. The yield is 0.140. (10) The reactants are Cl.[CH3:2][O:3][C:4](=[O:15])[C@H:5]([CH2:7][C:8]1[CH:13]=[CH:12][C:11]([OH:14])=[CH:10][CH:9]=1)[NH2:6].C(N(CC)CC)C.Cl.[C:24]1([CH2:30][C:31](Cl)=[O:32])[CH:29]=[CH:28][CH:27]=[CH:26][CH:25]=1. The catalyst is O.ClCCl. The product is [OH:14][C:11]1[CH:10]=[CH:9][C:8]([CH2:7][C@H:5]([NH:6][C:31](=[O:32])[CH2:30][C:24]2[CH:29]=[CH:28][CH:27]=[CH:26][CH:25]=2)[C:4]([O:3][CH3:2])=[O:15])=[CH:13][CH:12]=1. The yield is 0.881.